Dataset: Peptide-MHC class II binding affinity with 134,281 pairs from IEDB. Task: Regression. Given a peptide amino acid sequence and an MHC pseudo amino acid sequence, predict their binding affinity value. This is MHC class II binding data. The binding affinity (normalized) is 0.352. The peptide sequence is KVSFEPIPIHYCAPAGFA. The MHC is HLA-DQA10501-DQB10201 with pseudo-sequence HLA-DQA10501-DQB10201.